From a dataset of Catalyst prediction with 721,799 reactions and 888 catalyst types from USPTO. Predict which catalyst facilitates the given reaction. Reactant: [F:1][C:2]1[CH:3]=[C:4]([CH:12]2[CH2:16][CH2:15][CH2:14][N:13]2[C:17]([O:19][CH2:20][C:21]2[CH:26]=[CH:25][CH:24]=[CH:23][CH:22]=2)=[O:18])[CH:5]=[CH:6][C:7]=1[C:8]([O:10]C)=[O:9].O.[OH-].[Li+].Cl. Product: [CH2:20]([O:19][C:17]([N:13]1[CH2:14][CH2:15][CH2:16][CH:12]1[C:4]1[CH:5]=[CH:6][C:7]([C:8]([OH:10])=[O:9])=[C:2]([F:1])[CH:3]=1)=[O:18])[C:21]1[CH:22]=[CH:23][CH:24]=[CH:25][CH:26]=1. The catalyst class is: 670.